From a dataset of Catalyst prediction with 721,799 reactions and 888 catalyst types from USPTO. Predict which catalyst facilitates the given reaction. (1) Reactant: [Cl:1][C:2]1[CH:7]=[C:6]([Cl:8])[CH:5]=[CH:4][C:3]=1[C:9]1[C:17]2[C:13](=[C:14]([CH:19]=[O:20])[N:15]([CH3:18])[N:16]=2)[CH:12]=[CH:11][CH:10]=1.S([CH2:31][N:32]=[C:33]=O)(C1C=CC(C)=CC=1)(=O)=O.C(=O)([O-])[O-].[K+].[K+]. Product: [Cl:1][C:2]1[CH:7]=[C:6]([Cl:8])[CH:5]=[CH:4][C:3]=1[C:9]1[C:17]2[C:13](=[C:14]([C:19]3[O:20][CH:33]=[N:32][CH:31]=3)[N:15]([CH3:18])[N:16]=2)[CH:12]=[CH:11][CH:10]=1. The catalyst class is: 5. (2) Reactant: [Cl:1][C:2]1[CH:3]=[N:4][N:5]([CH3:31])[C:6]=1[C:7]1[CH:17]=[C:16]([NH:18][C:19](=[O:30])[C:20]2[CH:25]=[CH:24][CH:23]=[C:22]([C:26]([F:29])([F:28])[F:27])[CH:21]=2)[CH:15]=[CH:14][C:8]=1[O:9][CH2:10][C:11](O)=[O:12].C(N(CC)C(C)C)(C)C.CN(C(ON1N=NC2C=CC=CC1=2)=[N+](C)C)C.F[P-](F)(F)(F)(F)F.[CH3:65][O:66][CH2:67][CH2:68][NH2:69]. Product: [Cl:1][C:2]1[CH:3]=[N:4][N:5]([CH3:31])[C:6]=1[C:7]1[CH:17]=[C:16]([NH:18][C:19](=[O:30])[C:20]2[CH:25]=[CH:24][CH:23]=[C:22]([C:26]([F:27])([F:28])[F:29])[CH:21]=2)[CH:15]=[CH:14][C:8]=1[O:9][CH2:10][C:11]([NH:69][CH2:68][CH2:67][O:66][CH3:65])=[O:12]. The catalyst class is: 96.